From a dataset of Full USPTO retrosynthesis dataset with 1.9M reactions from patents (1976-2016). Predict the reactants needed to synthesize the given product. (1) Given the product [ClH:18].[NH2:2][C:3]1([CH2:12][C:13]([O:15][CH2:20][CH3:21])=[O:14])[CH2:4][C:5]2[C:10](=[CH:9][CH:8]=[CH:7][CH:6]=2)[CH2:11]1, predict the reactants needed to synthesize it. The reactants are: Cl.[NH2:2][C:3]1([CH2:12][C:13]([OH:15])=[O:14])[CH2:11][C:10]2[C:5](=[CH:6][CH:7]=[CH:8][CH:9]=2)[CH2:4]1.S(Cl)([Cl:18])=O.[CH2:20](O)[CH3:21]. (2) The reactants are: CO[CH:3]1[CH2:7][CH2:6][CH:5](OC)O1.[N+:10]([C:13]1[CH:18]=[CH:17][C:16]([C:19]2[CH:25]=[CH:24][C:22]([NH2:23])=[CH:21][CH:20]=2)=[CH:15][CH:14]=1)([O-:12])=[O:11].CCOCC. Given the product [N:23]1([C:22]2[CH:21]=[CH:20][C:19]([C:16]3[CH:17]=[CH:18][C:13]([N+:10]([O-:12])=[O:11])=[CH:14][CH:15]=3)=[CH:25][CH:24]=2)[CH:3]=[CH:7][CH:6]=[CH:5]1, predict the reactants needed to synthesize it.